This data is from Reaction yield outcomes from USPTO patents with 853,638 reactions. The task is: Predict the reaction yield, written as a fraction of the theoretical maximum amount of product (1.0 means a 100% yield; for example, 0.34 means a 34% yield). The reactants are [Br:1][CH2:2][CH2:3]Br.C(=O)([O-])[O-].[K+].[K+].[OH:11][C:12]1[CH:25]=[CH:24][C:15]([C:16]([C:18]2[CH:23]=[CH:22][CH:21]=[CH:20][CH:19]=2)=[O:17])=[CH:14][CH:13]=1. The catalyst is CC(C)=O. The product is [Br:1][CH2:2][CH2:3][O:11][C:12]1[CH:13]=[CH:14][C:15]([C:16]([C:18]2[CH:23]=[CH:22][CH:21]=[CH:20][CH:19]=2)=[O:17])=[CH:24][CH:25]=1. The yield is 0.600.